Task: Predict the reactants needed to synthesize the given product.. Dataset: Full USPTO retrosynthesis dataset with 1.9M reactions from patents (1976-2016) (1) Given the product [F:27][CH2:26][CH2:25][CH2:24][N:19]1[CH2:18][CH2:17][N:16]([C:11]2[CH:12]=[CH:13][CH:14]=[CH:15][C:10]=2[CH:4]2[CH2:3][C:2]([CH3:22])([CH3:1])[CH2:7][C:6]([CH3:8])([CH3:9])[CH2:5]2)[CH2:21][CH2:20]1, predict the reactants needed to synthesize it. The reactants are: [CH3:1][C:2]1([CH3:22])[CH2:7][C:6]([CH3:9])([CH3:8])[CH2:5][CH:4]([C:10]2[CH:15]=[CH:14][CH:13]=[CH:12][C:11]=2[N:16]2[CH2:21][CH2:20][NH:19][CH2:18][CH2:17]2)[CH2:3]1.Br[CH2:24][CH2:25][CH2:26][F:27].[I-].[Na+].C(=O)([O-])[O-].[K+].[K+].C(=O)([O-])O.[Na+]. (2) Given the product [C:1]([O:4][C@@H:5]1[C@@H:10]([O:11][C:12](=[O:14])[CH3:13])[C@H:9]([O:15][C:16](=[O:18])[CH3:17])[C@@H:8]([CH2:19][O:20][C:21](=[O:23])[CH3:22])[O:7][C@H:6]1[C:24]1[CH:29]=[CH:28][C:27]([Cl:30])=[C:26]([CH2:31][C:32]2[S:33][C:34]([C:43]3[CH:44]=[CH:45][C:40]([C:38]#[N:39])=[CH:41][CH:42]=3)=[CH:35][CH:36]=2)[CH:25]=1)(=[O:3])[CH3:2], predict the reactants needed to synthesize it. The reactants are: [C:1]([O:4][C@@H:5]1[C@@H:10]([O:11][C:12](=[O:14])[CH3:13])[C@H:9]([O:15][C:16](=[O:18])[CH3:17])[C@@H:8]([CH2:19][O:20][C:21](=[O:23])[CH3:22])[O:7][C@H:6]1[C:24]1[CH:29]=[CH:28][C:27]([Cl:30])=[C:26]([CH2:31][C:32]2[S:33][C:34](Br)=[CH:35][CH:36]=2)[CH:25]=1)(=[O:3])[CH3:2].[C:38]([C:40]1[CH:45]=[CH:44][C:43](B(O)O)=[CH:42][CH:41]=1)#[N:39]. (3) Given the product [CH:1]1([N:5]2[CH2:18][CH2:17][C:8]3[N:9]([CH2:27][CH2:26][C:23]4[CH:22]=[N:21][C:20]([CH3:19])=[CH:25][CH:24]=4)[C:10]4[CH:11]=[CH:12][C:13]([CH3:16])=[CH:14][C:15]=4[C:7]=3[CH2:6]2)[CH2:4][CH2:3][CH2:2]1, predict the reactants needed to synthesize it. The reactants are: [CH:1]1([N:5]2[CH2:18][CH2:17][C:8]3[NH:9][C:10]4[CH:11]=[CH:12][C:13]([CH3:16])=[CH:14][C:15]=4[C:7]=3[CH2:6]2)[CH2:4][CH2:3][CH2:2]1.[CH3:19][C:20]1[CH:25]=[CH:24][C:23]([CH:26]=[CH2:27])=[CH:22][N:21]=1.[OH-].[K+]. (4) Given the product [CH2:1]([N:8]1[CH2:12][C@@H:11]([NH:13][CH2:14][C:15]2[CH:20]=[CH:19][C:18]([F:21])=[CH:17][C:16]=2[F:22])[CH2:10][C@H:9]1[C:30]([N:36]1[CH2:37][CH2:38][N:33]([C:39]2[CH:40]=[CH:41][C:42]([C:45](=[O:47])[CH3:46])=[CH:43][CH:44]=2)[CH2:34][CH2:35]1)=[O:31])[C:2]1[CH:7]=[CH:6][CH:5]=[CH:4][CH:3]=1, predict the reactants needed to synthesize it. The reactants are: [CH2:1]([N:8]1[CH2:12][CH:11]([N:13](C(OC(C)(C)C)=O)[CH2:14][C:15]2[CH:20]=[CH:19][C:18]([F:21])=[CH:17][C:16]=2[F:22])[CH2:10][CH:9]1[C:30](O)=[O:31])[C:2]1[CH:7]=[CH:6][CH:5]=[CH:4][CH:3]=1.[N:33]1([C:39]2[CH:44]=[CH:43][C:42]([C:45](=[O:47])[CH3:46])=[CH:41][CH:40]=2)[CH2:38][CH2:37][NH:36][CH2:35][CH2:34]1. (5) The reactants are: Br[C:2]1[C:3]([NH:14][C:15]2[C:24]3[C:19](=[CH:20][C:21]([F:26])=[CH:22][C:23]=3[F:25])[N:18]=[C:17]([C:27]3[CH:32]=[C:31]([CH3:33])[CH:30]=[CH:29][N:28]=3)[C:16]=2[CH3:34])=[CH:4][C:5]([N:8]2[CH2:13][CH2:12][O:11][CH2:10][CH2:9]2)=[N:6][CH:7]=1.[CH3:35][O:36][C:37]1[N:42]=[C:41]([CH3:43])[C:40](B(O)O)=[CH:39][CH:38]=1.C1(P(C2CCCCC2)C2CCCCC2)CCCCC1.[O-]P([O-])([O-])=O.[K+].[K+].[K+]. Given the product [F:25][C:23]1[CH:22]=[C:21]([F:26])[CH:20]=[C:19]2[C:24]=1[C:15]([NH:14][C:3]1[CH:4]=[C:5]([N:8]3[CH2:13][CH2:12][O:11][CH2:10][CH2:9]3)[N:6]=[CH:7][C:2]=1[C:40]1[C:41]([CH3:43])=[N:42][C:37]([O:36][CH3:35])=[CH:38][CH:39]=1)=[C:16]([CH3:34])[C:17]([C:27]1[CH:32]=[C:31]([CH3:33])[CH:30]=[CH:29][N:28]=1)=[N:18]2, predict the reactants needed to synthesize it. (6) Given the product [CH3:25][O:24][C:22]([C@@H:19]1[CH2:20][O:21][C:3]([CH3:5])([CH3:4])[N:18]1[C:26]([O:28][C:29]([CH3:32])([CH3:31])[CH3:30])=[O:27])=[O:23], predict the reactants needed to synthesize it. The reactants are: CO[C:3](OC)([CH3:5])[CH3:4].C1(S(O)(=O)=O)C=CC=CC=1.[NH:18]([C:26]([O:28][C:29]([CH3:32])([CH3:31])[CH3:30])=[O:27])[C@H:19]([C:22]([O:24][CH3:25])=[O:23])[CH2:20][OH:21].Cl. (7) Given the product [NH2:23][C:14]1[C:13]2[N:12]=[CH:11][N:10]([CH2:9][CH2:8][CH2:7][CH2:6][CH2:5][CH2:4][CH2:3][CH2:2][NH:1][C:24](=[O:31])[C:25]3[CH:30]=[CH:29][CH:28]=[CH:27][CH:26]=3)[C:22]=2[C:21]2[CH:20]=[CH:19][CH:18]=[CH:17][C:16]=2[N:15]=1, predict the reactants needed to synthesize it. The reactants are: [NH2:1][CH2:2][CH2:3][CH2:4][CH2:5][CH2:6][CH2:7][CH2:8][CH2:9][N:10]1[C:22]2[C:21]3[CH:20]=[CH:19][CH:18]=[CH:17][C:16]=3[N:15]=[C:14]([NH2:23])[C:13]=2[N:12]=[CH:11]1.[C:24](Cl)(=[O:31])[C:25]1[CH:30]=[CH:29][CH:28]=[CH:27][CH:26]=1. (8) Given the product [CH3:1][S:2]([C:5]1[CH:10]=[CH:9][C:8]([C:11]2[S:15][C:14]([NH2:16])=[N:13][C:12]=2[CH3:20])=[CH:7][C:6]=1[C:21]([F:24])([F:23])[F:22])(=[O:3])=[O:4], predict the reactants needed to synthesize it. The reactants are: [CH3:1][S:2]([C:5]1[CH:10]=[CH:9][C:8]([C:11]2[S:15][C:14]([NH:16]C(=O)C)=[N:13][C:12]=2[CH3:20])=[CH:7][C:6]=1[C:21]([F:24])([F:23])[F:22])(=[O:4])=[O:3].Cl. (9) Given the product [Cl:18][C:15]1[CH:16]=[CH:17][C:12]([C:10]2[C:9]3[C:4](=[CH:5][CH:6]=[CH:7][CH:8]=3)[C:3](=[O:19])[N:2]([NH:1][C:31](=[O:32])[CH2:30][C:27]3[CH:26]=[CH:25][C:24]([S:21]([CH3:20])(=[O:22])=[O:23])=[CH:29][CH:28]=3)[N:11]=2)=[CH:13][CH:14]=1, predict the reactants needed to synthesize it. The reactants are: [NH2:1][N:2]1[N:11]=[C:10]([C:12]2[CH:17]=[CH:16][C:15]([Cl:18])=[CH:14][CH:13]=2)[C:9]2[C:4](=[CH:5][CH:6]=[CH:7][CH:8]=2)[C:3]1=[O:19].[CH3:20][S:21]([C:24]1[CH:29]=[CH:28][C:27]([CH2:30][C:31](O)=[O:32])=[CH:26][CH:25]=1)(=[O:23])=[O:22].